Dataset: CYP3A4 inhibition data for predicting drug metabolism from PubChem BioAssay. Task: Regression/Classification. Given a drug SMILES string, predict its absorption, distribution, metabolism, or excretion properties. Task type varies by dataset: regression for continuous measurements (e.g., permeability, clearance, half-life) or binary classification for categorical outcomes (e.g., BBB penetration, CYP inhibition). Dataset: cyp3a4_veith. (1) The drug is Cc1ccc2nc(-c3ccc(NC(=O)Cc4cccs4)cc3)[nH]c2c1. The result is 0 (non-inhibitor). (2) The compound is O=C(c1ccccc1)N(Cc1ccco1)C1CCS(=O)(=O)C1. The result is 0 (non-inhibitor). (3) The drug is O=C(NN=C1C2CC3CC(C2)CC1C3)c1ccncc1. The result is 1 (inhibitor). (4) The drug is CC[C@@H](c1ccc2cc(O)ccc2c1)C(C)(C)C(=O)O. The result is 0 (non-inhibitor). (5) The compound is C#CCCCO/N=C1/C[C@@H](O)[C@@H](O)[C@H]2[C@@H]1CC[C@H]1C(=O)N(c3ccc(F)cc3F)C(=O)[C@H]21. The result is 1 (inhibitor).